Dataset: Reaction yield outcomes from USPTO patents with 853,638 reactions. Task: Predict the reaction yield, written as a fraction of the theoretical maximum amount of product (1.0 means a 100% yield; for example, 0.34 means a 34% yield). The reactants are [CH3:1][C:2]1[C:7]([CH3:8])=[CH:6][C:5]([CH3:9])=[C:4]([CH3:10])[C:3]=1[OH:11].[Br:12]Br. The catalyst is C(O)(=O)C. The product is [Br:12][C:6]1[C:5]([CH3:9])=[C:4]([CH3:10])[C:3]([OH:11])=[C:2]([CH3:1])[C:7]=1[CH3:8]. The yield is 0.660.